From a dataset of Reaction yield outcomes from USPTO patents with 853,638 reactions. Predict the reaction yield, written as a fraction of the theoretical maximum amount of product (1.0 means a 100% yield; for example, 0.34 means a 34% yield). (1) The reactants are CC1C=CC(S(O[C:12]2[C:21]3[C:20](=[O:22])[N:19]([CH:23]4[CH2:25][CH2:24]4)[C:18](=[O:26])[N:17]([C:27]4[CH:32]=[CH:31][C:30]([I:33])=[CH:29][C:28]=4[F:34])[C:16]=3[N:15]([CH3:35])[C:14](=[O:36])[C:13]=2[CH3:37])(=O)=O)=CC=1.[NH2:38][C:39]1[CH:40]=[C:41]([N:45]2[CH2:48][CH:47]([OH:49])[CH2:46]2)[CH:42]=[CH:43][CH:44]=1.N1C(C)=CC=CC=1C. The catalyst is CC(N(C)C)=O. The product is [CH:23]1([N:19]2[C:20](=[O:22])[C:21]3[C:12]([NH:38][C:39]4[CH:44]=[CH:43][CH:42]=[C:41]([N:45]5[CH2:46][CH:47]([OH:49])[CH2:48]5)[CH:40]=4)=[C:13]([CH3:37])[C:14](=[O:36])[N:15]([CH3:35])[C:16]=3[N:17]([C:27]3[CH:32]=[CH:31][C:30]([I:33])=[CH:29][C:28]=3[F:34])[C:18]2=[O:26])[CH2:24][CH2:25]1. The yield is 0.180. (2) The reactants are BrC1[CH:3]=[C:4]2[C:8](=[CH:9]C=1)[C@@H:7]([NH:11][C:12](=[N:15][C:16]1[C:17](Cl)=[N:18][C:19]([C:23](=[O:27])[CH:24]([CH3:26])[CH3:25])=[CH:20][C:21]=1[CH3:22])[CH2:13][CH3:14])[CH2:6][CH2:5]2.[C:29]([N:48]1[C:52](B(O)O)=[N:51][N:50]=[N:49]1)(C1C=CC=CC=1)([C:36]1[CH:41]=[CH:40][CH:39]=[CH:38][CH:37]=1)[C:30]1[CH:35]=[CH:34][CH:33]=[CH:32][CH:31]=1.C1(P([C:69]2[CH:74]=[CH:73][CH:72]=[CH:71][CH:70]=2)C2C=CC=CC=2)C=CC=CC=1.C(=O)([O-])[O-].[K+].[K+].C1(P(C2CCCCC2)[C:88]2[CH:93]=[CH:92][CH:91]=[CH:90][C:89]=2[C:94]2C(OC)=CC=C[C:95]=2OC)CCCCC1. The catalyst is COCCOC.C([O-])(=O)C.[Pd+2].C([O-])(=O)C.O. The product is [CH2:13]([C:12]1[N:11]([C@@H:7]2[C:8]3[C:4](=[CH:3][C:94]([C:89]4[CH:90]=[CH:91][CH:92]=[CH:93][C:88]=4[C:52]4[N:48]([C:29]([C:69]5[CH:70]=[CH:71][CH:72]=[CH:73][CH:74]=5)([C:36]5[CH:37]=[CH:38][CH:39]=[CH:40][CH:41]=5)[C:30]5[CH:35]=[CH:34][CH:33]=[CH:32][CH:31]=5)[N:49]=[N:50][N:51]=4)=[CH:95][CH:9]=3)[CH2:5][CH2:6]2)[C:17]2=[N:18][C:19]([C:23](=[O:27])[CH:24]([CH3:25])[CH3:26])=[CH:20][C:21]([CH3:22])=[C:16]2[N:15]=1)[CH3:14]. The yield is 0.630. (3) The catalyst is C(#N)C.O. The product is [CH3:3][CH:2]([N:4]1[C:12](/[CH:13]=[CH:14]/[CH:15]([OH:24])[CH2:16][CH:17]([OH:23])[CH2:18][C:19]([O-:21])=[O:20])=[C:11]([C:25]2[CH:26]=[CH:27][C:28]([F:31])=[CH:29][CH:30]=2)[C:10]2[CH:9]=[CH:8][CH:7]=[CH:6][C:5]1=2)[CH3:1].[Na+:33]. The yield is 0.822. The reactants are [CH3:1][CH:2]([N:4]1[C:12](/[CH:13]=[CH:14]/[C@H:15]([OH:24])[CH2:16][C@H:17]([OH:23])[CH2:18][C:19]([O:21]C)=[O:20])=[C:11]([C:25]2[CH:30]=[CH:29][C:28]([F:31])=[CH:27][CH:26]=2)[C:10]2[C:5]1=[CH:6][CH:7]=[CH:8][CH:9]=2)[CH3:3].[OH-].[Na+:33].